Dataset: Catalyst prediction with 721,799 reactions and 888 catalyst types from USPTO. Task: Predict which catalyst facilitates the given reaction. (1) Product: [Cl:1][C:2]1[CH:3]=[CH:4][C:5]([O:18][CH2:19][C:20]2[CH:25]=[CH:24][CH:23]=[CH:22][CH:21]=2)=[C:6]([CH2:8][N:9]2[C:13]([CH3:14])=[CH:12][C:11]([C:15]([Cl:29])=[O:16])=[N:10]2)[CH:7]=1. Reactant: [Cl:1][C:2]1[CH:3]=[CH:4][C:5]([O:18][CH2:19][C:20]2[CH:25]=[CH:24][CH:23]=[CH:22][CH:21]=2)=[C:6]([CH2:8][N:9]2[C:13]([CH3:14])=[CH:12][C:11]([C:15](O)=[O:16])=[N:10]2)[CH:7]=1.C(Cl)(=O)C([Cl:29])=O. The catalyst class is: 120. (2) Reactant: [N+:1]([O-:4])(O)=[O:2].[CH3:5][O:6][C:7]([C:9]1[S:10][CH:11]=[C:12]([Br:14])[CH:13]=1)=[O:8]. Product: [CH3:5][O:6][C:7]([C:9]1[S:10][C:11]([N+:1]([O-:4])=[O:2])=[C:12]([Br:14])[CH:13]=1)=[O:8]. The catalyst class is: 82.